Dataset: Forward reaction prediction with 1.9M reactions from USPTO patents (1976-2016). Task: Predict the product of the given reaction. (1) Given the reactants [CH2:1]([CH:3]1[C:12]2[CH:13]=[CH:14][CH:15]=[C:10]3[C:11]=2[C:6](=[CH:7][CH:8]=[CH:9]3)[C:5](=[O:16])[O:4]1)[CH3:2].[H-].C([Al+]CC(C)C)C(C)C.C(O)(=O)CC(CC(O)=O)(C(O)=O)O, predict the reaction product. The product is: [CH2:1]([CH:3]1[C:12]2[CH:13]=[CH:14][CH:15]=[C:10]3[C:11]=2[C:6](=[CH:7][CH:8]=[CH:9]3)[CH:5]([OH:16])[O:4]1)[CH3:2]. (2) Given the reactants [CH3:1][C:2]([C:5]1[CH:10]=[CH:9][C:8]([C:11]2[N:12]=[C:13]([NH2:22])[S:14][C:15]=2[C:16]2[CH:21]=[CH:20][N:19]=[CH:18][CH:17]=2)=[CH:7][CH:6]=1)([CH3:4])[CH3:3].Cl.[C:24](Cl)(=[O:31])[C:25]1[CH:30]=[CH:29][CH:28]=[N:27][CH:26]=1.C(=O)([O-])O.[Na+], predict the reaction product. The product is: [CH3:4][C:2]([C:5]1[CH:10]=[CH:9][C:8]([C:11]2[N:12]=[C:13]([NH:22][C:24](=[O:31])[C:25]3[CH:30]=[CH:29][CH:28]=[N:27][CH:26]=3)[S:14][C:15]=2[C:16]2[CH:17]=[CH:18][N:19]=[CH:20][CH:21]=2)=[CH:7][CH:6]=1)([CH3:1])[CH3:3]. (3) Given the reactants [CH3:1][O:2][C:3]([C:5]1[NH:6][C:7](=[O:22])[C:8]2[C:13]([C:14]=1[C:15]1[CH:20]=[CH:19][CH:18]=[CH:17][CH:16]=1)=[CH:12][C:11]([Br:21])=[CH:10][CH:9]=2)=[O:4].[H-].[Na+].Br[CH2:26][C:27]1[CH:35]=[CH:34][C:30]2=[N:31][S:32][N:33]=[C:29]2[CH:28]=1.O, predict the reaction product. The product is: [CH3:1][O:2][C:3]([C:5]1[N:6]([CH2:26][C:27]2[CH:35]=[CH:34][C:30]3=[N:31][S:32][N:33]=[C:29]3[CH:28]=2)[C:7](=[O:22])[C:8]2[C:13]([C:14]=1[C:15]1[CH:20]=[CH:19][CH:18]=[CH:17][CH:16]=1)=[CH:12][C:11]([Br:21])=[CH:10][CH:9]=2)=[O:4]. (4) Given the reactants Cl.[Cl:2][C:3]1[CH:11]=[C:10]2[C:6]([C:7]([C:12]([O:14]C)=[O:13])=[CH:8][NH:9]2)=[CH:5][C:4]=1[C:16]1[CH:21]=[CH:20][C:19]([O:22][CH2:23][C@@H:24]2[CH2:28][CH2:27][CH2:26][NH:25]2)=[C:18]([O:29][CH3:30])[CH:17]=1.O1CCCC1.[OH-].[Na+], predict the reaction product. The product is: [Cl:2][C:3]1[CH:11]=[C:10]2[C:6]([C:7]([C:12]([OH:14])=[O:13])=[CH:8][NH:9]2)=[CH:5][C:4]=1[C:16]1[CH:21]=[CH:20][C:19]([O:22][CH2:23][C@@H:24]2[CH2:28][CH2:27][CH2:26][NH:25]2)=[C:18]([O:29][CH3:30])[CH:17]=1. (5) Given the reactants Cl[C:2]1[C:7]([C:8]2[CH:13]=[CH:12][C:11]([F:14])=[CH:10][CH:9]=2)=[C:6]([C:15]2[CH:20]=[CH:19][N:18]=[CH:17][CH:16]=2)[N:5]=[C:4]([S:21][CH3:22])[N:3]=1.[NH2:23][NH2:24].O.[CH3:26]CO, predict the reaction product. The product is: [F:14][C:11]1[CH:12]=[CH:13][C:8]([C:7]2[C:2]3[N:3]([CH:26]=[N:23][N:24]=3)[C:4]([S:21][CH3:22])=[N:5][C:6]=2[C:15]2[CH:20]=[CH:19][N:18]=[CH:17][CH:16]=2)=[CH:9][CH:10]=1. (6) Given the reactants [NH2:1][C:2]1[CH:3]=[CH:4][C:5]([I:11])=[C:6]([CH:10]=1)[C:7]([NH2:9])=[O:8].[F:12][C:13]1[CH:14]=[C:15]([CH:19]([CH2:23][CH3:24])[C:20](O)=[O:21])[CH:16]=[CH:17][CH:18]=1.CN(C(ON1N=NC2C=CC=NC1=2)=[N+](C)C)C.F[P-](F)(F)(F)(F)F, predict the reaction product. The product is: [I:11][C:5]1[CH:4]=[CH:3][C:2]([NH:1][C:20](=[O:21])[CH:19]([C:15]2[CH:16]=[CH:17][CH:18]=[C:13]([F:12])[CH:14]=2)[CH2:23][CH3:24])=[CH:10][C:6]=1[C:7]([NH2:9])=[O:8]. (7) The product is: [CH2:24]([O:26][NH:27][C:3]([C:5]1[N:6]=[CH:7][C:8]2[N:9]([CH:20]=[N:21][CH:22]=2)[C:10]=1[NH:11][C:12]1[CH:17]=[CH:16][C:15]([I:18])=[CH:14][C:13]=1[F:19])=[O:4])[CH3:25]. Given the reactants CO[C:3]([C:5]1[N:6]=[CH:7][C:8]2[N:9]([CH:20]=[N:21][CH:22]=2)[C:10]=1[NH:11][C:12]1[CH:17]=[CH:16][C:15]([I:18])=[CH:14][C:13]=1[F:19])=[O:4].Cl.[CH2:24]([O:26][NH2:27])[CH3:25].C[Si](C)(C)[N-][Si](C)(C)C.[Li+], predict the reaction product. (8) Given the reactants ClCC[C:4]([C:6]1[CH:11]=[CH:10][CH:9]=[CH:8][CH:7]=1)=O.BrBr.C(N)(C)(C)C.[CH3:19][CH:20]([NH:30][C:31]([CH3:34])([CH3:33])[CH3:32])[C:21]([C:23]1[CH:24]=[CH:25][CH:26]=[C:27]([Cl:29])[CH:28]=1)=[O:22], predict the reaction product. The product is: [CH3:19][CH:20]([NH:30][C:31]([CH3:32])([CH3:34])[CH3:33])[C:21]([C:23]1[CH:24]=[CH:25][CH:26]=[C:27]([Cl:29])[CH:28]=1)=[O:22].[C:6]1([CH3:4])[CH:11]=[CH:10][CH:9]=[CH:8][CH:7]=1. (9) Given the reactants [CH3:1][C:2]1[N:3]=[CH:4][C:5]([NH:8][C:9]2[C:18]3[C:13](=[CH:14][CH:15]=[C:16]([OH:19])[CH:17]=3)[N:12]=[CH:11][N:10]=2)=[N:6][CH:7]=1.C(O[CH:23](OCC)[CH2:24][O:25][C:26]1[CH:27]=[C:28]([F:33])[C:29](F)=[N:30][CH:31]=1)C.[NH:37]1[CH2:41][CH2:40][CH2:39][CH2:38]1, predict the reaction product. The product is: [F:33][C:28]1[C:29]([O:19][C:16]2[CH:17]=[C:18]3[C:13](=[CH:14][CH:15]=2)[N:12]=[CH:11][N:10]=[C:9]3[NH:8][C:5]2[CH:4]=[N:3][C:2]([CH3:1])=[CH:7][N:6]=2)=[N:30][CH:31]=[C:26]([O:25][CH2:24][CH2:23][N:37]2[CH2:41][CH2:40][CH2:39][CH2:38]2)[CH:27]=1.